This data is from NCI-60 drug combinations with 297,098 pairs across 59 cell lines. The task is: Regression. Given two drug SMILES strings and cell line genomic features, predict the synergy score measuring deviation from expected non-interaction effect. (1) Drug 1: CC1=C(C(=CC=C1)Cl)NC(=O)C2=CN=C(S2)NC3=CC(=NC(=N3)C)N4CCN(CC4)CCO. Drug 2: CNC(=O)C1=NC=CC(=C1)OC2=CC=C(C=C2)NC(=O)NC3=CC(=C(C=C3)Cl)C(F)(F)F. Cell line: OVCAR-8. Synergy scores: CSS=7.89, Synergy_ZIP=-2.40, Synergy_Bliss=1.94, Synergy_Loewe=-11.3, Synergy_HSA=0.392. (2) Drug 1: CC1=C(C=C(C=C1)NC(=O)C2=CC=C(C=C2)CN3CCN(CC3)C)NC4=NC=CC(=N4)C5=CN=CC=C5. Drug 2: CC1CCC2CC(C(=CC=CC=CC(CC(C(=O)C(C(C(=CC(C(=O)CC(OC(=O)C3CCCCN3C(=O)C(=O)C1(O2)O)C(C)CC4CCC(C(C4)OC)OCCO)C)C)O)OC)C)C)C)OC. Cell line: HOP-62. Synergy scores: CSS=0.534, Synergy_ZIP=2.99, Synergy_Bliss=4.00, Synergy_Loewe=-2.04, Synergy_HSA=-2.15. (3) Drug 1: CC1=C(C=C(C=C1)NC2=NC=CC(=N2)N(C)C3=CC4=NN(C(=C4C=C3)C)C)S(=O)(=O)N.Cl. Drug 2: C1=NC2=C(N=C(N=C2N1C3C(C(C(O3)CO)O)F)Cl)N. Cell line: A549. Synergy scores: CSS=25.6, Synergy_ZIP=0.499, Synergy_Bliss=0.0290, Synergy_Loewe=-44.3, Synergy_HSA=-0.460. (4) Drug 1: C#CCC(CC1=CN=C2C(=N1)C(=NC(=N2)N)N)C3=CC=C(C=C3)C(=O)NC(CCC(=O)O)C(=O)O. Drug 2: C1=NNC2=C1C(=O)NC=N2. Cell line: SNB-19. Synergy scores: CSS=7.58, Synergy_ZIP=-0.131, Synergy_Bliss=0.926, Synergy_Loewe=-8.50, Synergy_HSA=0.00867. (5) Drug 1: CC(C1=C(C=CC(=C1Cl)F)Cl)OC2=C(N=CC(=C2)C3=CN(N=C3)C4CCNCC4)N. Drug 2: CC1=C(C(=CC=C1)Cl)NC(=O)C2=CN=C(S2)NC3=CC(=NC(=N3)C)N4CCN(CC4)CCO. Cell line: K-562. Synergy scores: CSS=93.6, Synergy_ZIP=10.2, Synergy_Bliss=10.0, Synergy_Loewe=6.94, Synergy_HSA=11.3. (6) Drug 1: CC1OCC2C(O1)C(C(C(O2)OC3C4COC(=O)C4C(C5=CC6=C(C=C35)OCO6)C7=CC(=C(C(=C7)OC)O)OC)O)O. Drug 2: C1C(C(OC1N2C=NC(=NC2=O)N)CO)O. Cell line: PC-3. Synergy scores: CSS=18.3, Synergy_ZIP=-8.06, Synergy_Bliss=-5.75, Synergy_Loewe=-2.79, Synergy_HSA=-2.13. (7) Drug 1: C1=CN(C(=O)N=C1N)C2C(C(C(O2)CO)O)O.Cl. Drug 2: CC(C)(C#N)C1=CC(=CC(=C1)CN2C=NC=N2)C(C)(C)C#N. Cell line: SK-MEL-28. Synergy scores: CSS=20.0, Synergy_ZIP=-9.32, Synergy_Bliss=-0.941, Synergy_Loewe=-2.15, Synergy_HSA=0.802.